From a dataset of Catalyst prediction with 721,799 reactions and 888 catalyst types from USPTO. Predict which catalyst facilitates the given reaction. Reactant: Br[CH2:2][C:3]1[CH:4]=[C:5]([CH:8]=[CH:9][CH:10]=1)[CH:6]=[O:7].[OH-].[Na+].[CH2:13]([OH:16])[CH2:14][OH:15]. Product: [OH:15][CH2:14][CH2:13][O:16][CH2:2][C:3]1[CH:4]=[C:5]([CH:8]=[CH:9][CH:10]=1)[CH:6]=[O:7]. The catalyst class is: 6.